From a dataset of Experimentally validated miRNA-target interactions with 360,000+ pairs, plus equal number of negative samples. Binary Classification. Given a miRNA mature sequence and a target amino acid sequence, predict their likelihood of interaction. (1) The miRNA is hsa-miR-6853-3p with sequence UGUUCAUUGGAACCCUGCGCAG. The protein sequence of the target gene is MMFPQSRHSGSSHLPQQLKFTTSDSCDRIKDEFQLLQAQYHSLKLECDKLASEKSEMQRHYVMYYEMSYGLNIEMHKQAEIVKRLNGICAQVLPYLSQEHQQQVLGAIERAKQVTAPELNSIIRQQLQAHQLSQLQALALPLTPLPVGLQPPSLPAVSAGTGLLSLSALGSQAHLSKEDKNGHDGDTHQEDDGEKSD. Result: 0 (no interaction). (2) The miRNA is rno-miR-187-3p with sequence UCGUGUCUUGUGUUGCAGCCGG. The protein sequence of the target gene is MDSDASLVSSRPSSPEPDDLFLPARSKGGSSSGFTGGTVSSSTPSDCPPELSSELRGAMGASGAHPGDKLGGGGFKSSSSSTSSSTSSAATSSTKKDKKQMTEPELQQLRLKINSRERKRMHDLNIAMDGLREVMPYAHGPSVRKLSKIATLLLARNYILMLTNSLEEMKRLVSEIYGGHHAGFHPSACGGLAHSAPLPTATAHPAAAAHAAHHPAVHHPILPPAAAAAAAAAAAAAVSSASLPGSGLSSVGSIRPPHGLLKSPSAAAAAPLGGGGGGSGGSGGFQHWGGMPCPCSMCQV.... Result: 0 (no interaction).